Dataset: Forward reaction prediction with 1.9M reactions from USPTO patents (1976-2016). Task: Predict the product of the given reaction. (1) Given the reactants [CH2:1]([N:3]1[C:12]2[C:7](=[CH:8][CH:9]=[C:10]([OH:13])[CH:11]=2)[CH2:6][CH2:5][CH2:4]1)[CH3:2].[N:14]([O-])=O.[Na+].C([O-])(O)=O.[Na+].[CH3:23][N:24]1[C:29]2[CH:30]=[C:31](O)[CH:32]=[CH:33][C:28]=2[O:27][CH2:26][CH2:25]1.[ClH:35], predict the reaction product. The product is: [Cl-:35].[CH2:1]([N+:3]1[CH2:4][CH2:5][CH2:6][C:7]2[C:12]=1[CH:11]=[C:10]1[C:9]([CH:8]=2)=[N:14][C:32]2[CH:33]=[C:28]3[C:29]([N:24]([CH3:23])[CH2:25][CH2:26][O:27]3)=[CH:30][C:31]=2[O:13]1)[CH3:2]. (2) The product is: [F:21][C:22]1[CH:27]=[C:26]([F:28])[CH:25]=[CH:24][C:23]=1[N:29]1[C:33]2=[N:34][C:35]([CH3:39])=[N:36][C:37]([NH:38][CH2:6][C:4]([OH:5])([CH2:3][C:2]([C:12]3[C:20]4[O:19][CH2:18][CH2:17][C:16]=4[CH:15]=[CH:14][CH:13]=3)([CH3:1])[CH3:11])[C:7]([F:10])([F:8])[F:9])=[C:32]2[CH:31]=[N:30]1. Given the reactants [CH3:1][C:2]([C:12]1[C:20]2[O:19][CH2:18][CH2:17][C:16]=2[CH:15]=[CH:14][CH:13]=1)([CH3:11])[CH2:3][C:4]1([C:7]([F:10])([F:9])[F:8])[CH2:6][O:5]1.[F:21][C:22]1[CH:27]=[C:26]([F:28])[CH:25]=[CH:24][C:23]=1[N:29]1[C:33]2=[N:34][C:35]([CH3:39])=[N:36][C:37]([NH2:38])=[C:32]2[CH:31]=[N:30]1, predict the reaction product. (3) Given the reactants [F:1][C:2]1[CH:7]=[CH:6][C:5]([CH2:8][CH:9]([C:13]2[CH:18]=[CH:17][C:16]([S:19]([CH3:22])(=[O:21])=[O:20])=[CH:15][CH:14]=2)[C:10]([OH:12])=O)=[CH:4][CH:3]=1.[CH3:23][C:24]1[C:29]2[N:30]=[C:31]([NH2:33])[O:32][C:28]=2[CH:27]=[CH:26][CH:25]=1.CCN=C=NCCCN(C)C.Cl, predict the reaction product. The product is: [F:1][C:2]1[CH:3]=[CH:4][C:5]([CH2:8][CH:9]([C:13]2[CH:14]=[CH:15][C:16]([S:19]([CH3:22])(=[O:20])=[O:21])=[CH:17][CH:18]=2)[C:10]([NH:33][C:31]2[O:32][C:28]3[CH:27]=[CH:26][CH:25]=[C:24]([CH3:23])[C:29]=3[N:30]=2)=[O:12])=[CH:6][CH:7]=1.